From a dataset of Reaction yield outcomes from USPTO patents with 853,638 reactions. Predict the reaction yield, written as a fraction of the theoretical maximum amount of product (1.0 means a 100% yield; for example, 0.34 means a 34% yield). (1) The reactants are [CH3:1][C:2]([CH3:17])([CH3:16])[C:3]([N:5]=[C:6](OCC)[CH2:7][C:8]([O:10][CH2:11][CH3:12])=[O:9])=O.O.[NH2:19][NH2:20]. The catalyst is CO. The product is [C:2]([C:3]1[N:5]=[C:6]([CH2:7][C:8]([O:10][CH2:11][CH3:12])=[O:9])[NH:20][N:19]=1)([CH3:17])([CH3:16])[CH3:1]. The yield is 0.590. (2) The reactants are Cl[CH2:2][CH2:3][N:4]([CH2:19][CH2:20]Cl)[C:5]1[C:6]([CH3:18])=[C:7]([CH3:17])[C:8]2[O:12][C:11]([CH3:14])([CH3:13])[CH2:10][C:9]=2[C:15]=1[CH3:16].[CH3:22][N:23]1[CH:27]=[CH:26][C:25]([NH2:28])=[N:24]1. No catalyst specified. The product is [CH3:22][N:23]1[CH:27]=[CH:26][C:25]([N:28]2[CH2:20][CH2:19][N:4]([C:5]3[C:6]([CH3:18])=[C:7]([CH3:17])[C:8]4[O:12][C:11]([CH3:14])([CH3:13])[CH2:10][C:9]=4[C:15]=3[CH3:16])[CH2:3][CH2:2]2)=[N:24]1. The yield is 0.480. (3) The reactants are [CH2:1]([O:3][CH:4]([O:20][CH2:21][CH3:22])[CH2:5][N:6]1[C:14]2[CH2:13][CH2:12][CH2:11][CH2:10][C:9]=2[CH:8]=[C:7]1[C:15]([O:17]CC)=[O:16])[CH3:2].C(O)C.O1CCCC1.[OH-].[Na+]. The catalyst is O. The product is [CH2:21]([O:20][CH:4]([O:3][CH2:1][CH3:2])[CH2:5][N:6]1[C:14]2[CH2:13][CH2:12][CH2:11][CH2:10][C:9]=2[CH:8]=[C:7]1[C:15]([OH:17])=[O:16])[CH3:22]. The yield is 0.780. (4) The reactants are [CH3:1][O:2][C:3]1[CH:8]=[CH:7][C:6]([NH:9][C:10](=[O:25])[CH:11]=[CH:12][C:13]2[CH:18]=[C:17]([O:19][CH3:20])[C:16]([O:21][CH3:22])=[C:15]([O:23][CH3:24])[CH:14]=2)=[CH:5][C:4]=1[N+:26]([O-])=O.S(S([O-])=O)([O-])=O.[Na+].[Na+].O.C(OCC)(=O)C. The catalyst is CC(C)=O.O. The product is [CH3:1][O:2][C:3]1[CH:8]=[CH:7][C:6]([NH:9][C:10](=[O:25])/[CH:11]=[CH:12]/[C:13]2[CH:18]=[C:17]([O:19][CH3:20])[C:16]([O:21][CH3:22])=[C:15]([O:23][CH3:24])[CH:14]=2)=[CH:5][C:4]=1[NH2:26]. The yield is 0.320. (5) The reactants are CO[C:3]([CH:5]1[CH2:7][CH2:6]1)=[O:4].[CH:8]1([C:11](=[O:13])[CH3:12])[CH2:10][CH2:9]1.C[O-].[Na+].Cl. The catalyst is CS(C)=O.C1(C)C=CC=CC=1. The product is [CH:5]1([C:3](=[O:4])[CH2:12][C:11]([CH:8]2[CH2:10][CH2:9]2)=[O:13])[CH2:6][CH2:7]1. The yield is 0.780. (6) The reactants are [C:1]1([CH3:21])[CH:6]=[CH:5][CH:4]=[CH:3][C:2]=1[N:7]1[C:15]2[C:10](=[CH:11][CH:12]=[CH:13][CH:14]=2)[C:9]([C:16]([O:18]CC)=[O:17])=[CH:8]1.[OH-].[Na+]. The catalyst is O1CCCC1. The product is [C:1]1([CH3:21])[CH:6]=[CH:5][CH:4]=[CH:3][C:2]=1[N:7]1[C:15]2[C:10](=[CH:11][CH:12]=[CH:13][CH:14]=2)[C:9]([C:16]([OH:18])=[O:17])=[CH:8]1. The yield is 0.950. (7) The reactants are [Cl:1][C:2]1[CH:13]=[C:12]([Cl:14])[CH:11]=[CH:10][C:3]=1[CH:4]=[C:5]([C:8]#[N:9])[C:6]#[N:7].[O:15]1[C:24]2[C:19](=[CH:20][CH:21]=[CH:22][CH:23]=2)[C:18](=O)[CH2:17][CH2:16]1.C([O-])(=O)C.[NH4+:30]. The catalyst is C1(C)C=CC=CC=1. The product is [NH2:9][CH2:8][C:5]1[C:6]([NH2:30])=[N:7][C:18]2[C:19]3[C:24](=[CH:23][CH:22]=[CH:21][CH:20]=3)[O:15][CH2:16][C:17]=2[C:4]=1[C:3]1[CH:10]=[CH:11][C:12]([Cl:14])=[CH:13][C:2]=1[Cl:1]. The yield is 0.0700.